From a dataset of Catalyst prediction with 721,799 reactions and 888 catalyst types from USPTO. Predict which catalyst facilitates the given reaction. Reactant: [Br:1][C:2]1[CH:7]=[CH:6][C:5]([F:8])=[C:4](I)[CH:3]=1.[CH2:10]([S:12]([C:15]1[CH:20]=[CH:19][C:18](B2OC(C)(C)C(C)(C)O2)=[C:17]([O:30][CH3:31])[CH:16]=1)(=[O:14])=[O:13])[CH3:11].C(=O)([O-])[O-].[Na+].[Na+].O1CCOCC1. Product: [Br:1][C:2]1[CH:7]=[CH:6][C:5]([F:8])=[C:4]([C:18]2[CH:19]=[CH:20][C:15]([S:12]([CH2:10][CH3:11])(=[O:14])=[O:13])=[CH:16][C:17]=2[O:30][CH3:31])[CH:3]=1. The catalyst class is: 257.